From a dataset of Blood-brain barrier penetration binary classification data from Martins et al.. Regression/Classification. Given a drug SMILES string, predict its absorption, distribution, metabolism, or excretion properties. Task type varies by dataset: regression for continuous measurements (e.g., permeability, clearance, half-life) or binary classification for categorical outcomes (e.g., BBB penetration, CYP inhibition). Dataset: bbb_martins. (1) The drug is CNC1CCc2ncsc2C1. The result is 1 (penetrates BBB). (2) The molecule is CN(C)Cc1nnc2n1-c1ccc(Cl)cc1C(c1ccccc1)=NC2. The result is 1 (penetrates BBB). (3) The compound is CC(=O)CC(c1ccccc1)c1c(O)oc2ccccc2c1=O. The result is 0 (does not penetrate BBB). (4) The molecule is Cc1ccc(S(=O)(=O)NC(=O)NN2CCCCCC2)cc1. The result is 0 (does not penetrate BBB). (5) The molecule is O=C1C(=O)c2ccccc2C(O)=C1C1CCC(c2ccc(Cl)cc2)CC1. The result is 0 (does not penetrate BBB).